Dataset: Full USPTO retrosynthesis dataset with 1.9M reactions from patents (1976-2016). Task: Predict the reactants needed to synthesize the given product. (1) Given the product [CH2:11]([C:8]1[CH:9]=[CH:10][C:2]([NH:1][S:30]([C:24]2[CH:29]=[CH:28][CH:27]=[CH:26][CH:25]=2)(=[O:32])=[O:31])=[C:3]([CH:7]=1)[C:4]([OH:6])=[O:5])[CH3:12], predict the reactants needed to synthesize it. The reactants are: [NH2:1][C:2]1[CH:10]=[CH:9][C:8]([CH2:11][CH3:12])=[CH:7][C:3]=1[C:4]([OH:6])=[O:5].Cl[Si](C)(C)C.N1C=CC=CC=1.[C:24]1([S:30](Cl)(=[O:32])=[O:31])[CH:29]=[CH:28][CH:27]=[CH:26][CH:25]=1. (2) Given the product [Br:1][C:2]1[N:6]=[C:5]([CH:7]=[CH:22][C:20]2[N:21]=[C:14]3[N:13]=[C:12]([CH3:11])[CH:17]=[C:16]([CH3:18])[N:15]3[N:19]=2)[N:4]([CH3:9])[N:3]=1, predict the reactants needed to synthesize it. The reactants are: [Br:1][C:2]1[N:6]=[C:5]([CH:7]=O)[N:4]([CH3:9])[N:3]=1.[Cl-].[CH3:11][C:12]1[CH:17]=[C:16]([CH3:18])[N:15]2[N:19]=[C:20]([CH2:22][P+](C3C=CC=CC=3)(C3C=CC=CC=3)C3C=CC=CC=3)[N:21]=[C:14]2[N:13]=1.C1CCN2C(=NCCC2)CC1. (3) Given the product [OH:36][CH2:35][CH2:34][NH:33][C:30]([C:28]1[O:27][C:10]2=[N:11][C:12]([C:20]3[CH:25]=[CH:24][C:23]([F:26])=[CH:22][CH:21]=3)=[C:13]([C:14]3[CH:15]=[CH:16][N:17]=[CH:18][CH:19]=3)[C:8]([C:5]3[CH:6]=[CH:7][C:2]([F:1])=[CH:3][CH:4]=3)=[C:9]2[CH:29]=1)=[O:31], predict the reactants needed to synthesize it. The reactants are: [F:1][C:2]1[CH:7]=[CH:6][C:5]([C:8]2[C:13]([C:14]3[CH:19]=[CH:18][N:17]=[CH:16][CH:15]=3)=[C:12]([C:20]3[CH:25]=[CH:24][C:23]([F:26])=[CH:22][CH:21]=3)[N:11]=[C:10]3[O:27][C:28]([C:30](O)=[O:31])=[CH:29][C:9]=23)=[CH:4][CH:3]=1.[NH2:33][CH2:34][CH2:35][OH:36].F[P-](F)(F)(F)(F)F.C[NH+]1CCN(C)C1. (4) Given the product [C:17]([O:21][C:22](=[O:27])[NH:23][CH2:24][CH2:25][N:6]1[CH:7]=[C:2]([Br:1])[CH:3]=[C:4]([N:9]2[CH2:14][CH2:13][O:12][CH2:11][CH2:10]2)[C:5]1=[O:8])([CH3:20])([CH3:19])[CH3:18], predict the reactants needed to synthesize it. The reactants are: [Br:1][C:2]1[CH:3]=[C:4]([N:9]2[CH2:14][CH2:13][O:12][CH2:11][CH2:10]2)[C:5](=[O:8])[NH:6][CH:7]=1.[H-].[Na+].[C:17]([O:21][C:22](=[O:27])[NH:23][CH2:24][CH2:25]Br)([CH3:20])([CH3:19])[CH3:18]. (5) Given the product [F:18][C:2]([F:17])([F:1])[O:3][C:4]1[CH:5]=[CH:6][C:7]([CH2:8][CH:9]2[CH2:14][CH2:13][N:12]([C:19]3[CH:24]=[CH:23][C:22]([OH:25])=[CH:21][CH:20]=3)[CH2:11][CH2:10]2)=[CH:15][CH:16]=1, predict the reactants needed to synthesize it. The reactants are: [F:1][C:2]([F:18])([F:17])[O:3][C:4]1[CH:16]=[CH:15][C:7]([CH2:8][CH:9]2[CH2:14][CH2:13][NH:12][CH2:11][CH2:10]2)=[CH:6][CH:5]=1.[C:19]1(=O)[CH2:24][CH2:23][C:22](=[O:25])[CH2:21][CH2:20]1. (6) Given the product [CH2:1]([C:8]1[O:12][C:11]([CH:13]=[O:14])=[CH:10][CH:9]=1)[C:2]1[CH:7]=[CH:6][CH:5]=[CH:4][CH:3]=1, predict the reactants needed to synthesize it. The reactants are: [CH2:1]([C:8]1[O:12][C:11]([CH:13]2OCC[O:14]2)=[CH:10][CH:9]=1)[C:2]1[CH:7]=[CH:6][CH:5]=[CH:4][CH:3]=1.CO.Cl.C(=O)(O)[O-].[Na+]. (7) Given the product [CH2:1]([CH:8]1[CH2:20][CH2:19][C:11](=[O:12])[CH2:10][CH2:9]1)[C:2]1[CH:7]=[CH:6][CH:5]=[CH:4][CH:3]=1, predict the reactants needed to synthesize it. The reactants are: [CH2:1]([C:8]1(O)[CH2:20][CH2:19][C:11]2(OCC(C)(C)C[O:12]2)[CH2:10][CH2:9]1)[C:2]1[CH:7]=[CH:6][CH:5]=[CH:4][CH:3]=1.O.C1(C)C=CC(S(O)(=O)=O)=CC=1. (8) Given the product [N:11]1[CH:16]=[CH:15][CH:14]=[C:13]([CH2:17][NH:18][C:5](=[O:7])[C:4]2[CH:8]=[CH:9][CH:10]=[C:2]([Br:1])[CH:3]=2)[CH:12]=1, predict the reactants needed to synthesize it. The reactants are: [Br:1][C:2]1[CH:3]=[C:4]([CH:8]=[CH:9][CH:10]=1)[C:5]([OH:7])=O.[N:11]1[CH:16]=[CH:15][CH:14]=[C:13]([CH2:17][NH2:18])[CH:12]=1. (9) Given the product [Br:1][C:2]1[S:11][C:5]2[N:6]=[CH:7][N:8]=[C:9]([Cl:14])[C:4]=2[CH:3]=1, predict the reactants needed to synthesize it. The reactants are: [Br:1][C:2]1[S:11][C:5]2[N:6]=[CH:7][NH:8][C:9](=O)[C:4]=2[CH:3]=1.P(Cl)(Cl)([Cl:14])=O. (10) Given the product [F:1][CH:2]([F:11])[C:3]1[C:4]([CH3:10])=[C:5]([N:9]=[C:13]=[O:15])[CH:6]=[CH:7][CH:8]=1, predict the reactants needed to synthesize it. The reactants are: [F:1][CH:2]([F:11])[C:3]1[C:4]([CH3:10])=[C:5]([NH2:9])[CH:6]=[CH:7][CH:8]=1.Cl[C:13](Cl)([O:15]C(=O)OC(Cl)(Cl)Cl)Cl.